Predict the product of the given reaction. From a dataset of Forward reaction prediction with 1.9M reactions from USPTO patents (1976-2016). The product is: [CH3:1][O:2][CH2:3][O:4][C@@H:5]1[CH2:18][C@@H:17]2[C@H:8]([C@H:9]3[C@H:14]([CH2:15][CH2:16]2)[CH2:13][C@:12]2([CH3:24])[C@@H:19]([C:22]#[N:23])[CH2:20][CH2:21][C@H:11]2[CH2:10]3)[CH2:7][CH2:6]1. Given the reactants [CH3:1][O:2][CH2:3][O:4][C@@H:5]1[CH2:18][C@@H:17]2[C@H:8]([C@H:9]3[C@H:14]([CH2:15][CH2:16]2)[CH2:13][C@:12]2([CH3:24])[C:19]([C:22]#[N:23])=[CH:20][CH2:21][C@H:11]2[CH2:10]3)[CH2:7][CH2:6]1, predict the reaction product.